Dataset: Full USPTO retrosynthesis dataset with 1.9M reactions from patents (1976-2016). Task: Predict the reactants needed to synthesize the given product. The reactants are: CO[C:3]1([C:8]2[CH:13]=[CH:12][C:11]([S:14][CH3:15])=[CH:10][CH:9]=2)[C:5]([CH3:7])([CH3:6])[O:4]1.[CH3:16][O:17][CH2:18][CH2:19][NH:20][CH2:21][CH2:22][O:23][CH3:24]. Given the product [CH3:16][O:17][CH2:18][CH2:19][N:20]([CH2:21][CH2:22][O:23][CH3:24])[C:5]([CH3:6])([CH3:7])[C:3]([C:8]1[CH:9]=[CH:10][C:11]([S:14][CH3:15])=[CH:12][CH:13]=1)=[O:4], predict the reactants needed to synthesize it.